From a dataset of Full USPTO retrosynthesis dataset with 1.9M reactions from patents (1976-2016). Predict the reactants needed to synthesize the given product. (1) Given the product [CH3:18][C:9]1[CH:10]=[C:11]([N+:15]([O-:17])=[O:16])[CH:12]=[C:13]([CH3:14])[C:8]=1[O:7][C:6]1[CH:5]=[CH:4][C:3]([O:2][CH3:1])=[C:20]([C:26]([C:25]2[CH:29]=[CH:30][C:22]([F:21])=[CH:23][CH:24]=2)=[O:27])[CH:19]=1, predict the reactants needed to synthesize it. The reactants are: [CH3:1][O:2][C:3]1[CH:20]=[CH:19][C:6]([O:7][C:8]2[C:13]([CH3:14])=[CH:12][C:11]([N+:15]([O-:17])=[O:16])=[CH:10][C:9]=2[CH3:18])=[CH:5][CH:4]=1.[F:21][C:22]1[CH:30]=[CH:29][C:25]([C:26](Cl)=[O:27])=[CH:24][CH:23]=1. (2) Given the product [Cl:34][C:32]1[CH:33]=[C:28](/[C:26](/[CH3:27])=[CH:25]/[N:6]2[C:7]3[CH:8]=[CH:9][C:10]([CH3:13])=[CH:11][C:12]=3[C:4]3[CH2:3][N:2]([CH3:1])[CH2:15][CH2:14][C:5]2=3)[CH:29]=[C:30]([Cl:35])[CH:31]=1, predict the reactants needed to synthesize it. The reactants are: [CH3:1][N:2]1[CH2:15][CH2:14][C:5]2[NH:6][C:7]3[CH:8]=[CH:9][C:10]([CH3:13])=[CH:11][C:12]=3[C:4]=2[CH2:3]1.P([O-])([O-])([O-])=O.[K+].[K+].[K+].Br[CH:25]=[C:26]([C:28]1[CH:33]=[C:32]([Cl:34])[CH:31]=[C:30]([Cl:35])[CH:29]=1)[CH3:27].C(O)(=O)C(O)=O.